From a dataset of Forward reaction prediction with 1.9M reactions from USPTO patents (1976-2016). Predict the product of the given reaction. (1) The product is: [CH:1]([O:16][C:15]1[CH:14]=[C:13]([CH:21]=[CH:20][C:17]=1[O:18][CH3:19])[CH:12]=[O:11])([CH3:3])[CH3:2]. Given the reactants [CH:1](Br)([CH3:3])[CH3:2].C([O-])([O-])=O.[K+].[K+].[O:11]=[CH:12][C:13]1[CH:21]=[CH:20][C:17]([O:18][CH3:19])=[C:15]([OH:16])[CH:14]=1, predict the reaction product. (2) Given the reactants Br[C:2]1[C:7]2=[N:8][C:9]([C:12]([NH2:14])=[O:13])=[CH:10][N:11]=[C:6]2[CH:5]=[N:4][CH:3]=1.[F:15][C:16]1[CH:21]=[C:20]([C:22]([F:25])([F:24])[F:23])[CH:19]=[CH:18][C:17]=1B(O)O.C(=O)([O-])[O-].[Cs+].[Cs+].O1CCOCC1, predict the reaction product. The product is: [F:15][C:16]1[CH:21]=[C:20]([C:22]([F:23])([F:24])[F:25])[CH:19]=[CH:18][C:17]=1[C:2]1[C:7]2=[N:8][C:9]([C:12]([NH2:14])=[O:13])=[CH:10][N:11]=[C:6]2[CH:5]=[N:4][CH:3]=1. (3) Given the reactants CCN(C(C)C)C(C)C.[OH:10][C:11]1[CH:12]=[CH:13][CH:14]=[C:15]2[C:20]=1[O:19][C:18](=[O:21])[C:17]([C:22]([OH:24])=O)=[CH:16]2.CN(C(ON1N=NC2C=CC=NC1=2)=[N+](C)C)C.F[P-](F)(F)(F)(F)F.[CH3:49][O:50][C:51]1[CH:56]=[C:55]([O:57][CH3:58])[CH:54]=[CH:53][C:52]=1[C:59]1[CH:64]=[CH:63][CH:62]=[C:61]([NH2:65])[CH:60]=1, predict the reaction product. The product is: [CH3:49][O:50][C:51]1[CH:56]=[C:55]([O:57][CH3:58])[CH:54]=[CH:53][C:52]=1[C:59]1[CH:64]=[CH:63][CH:62]=[C:61]([NH:65][C:22]([C:17]2[C:18](=[O:21])[O:19][C:20]3[C:15]([CH:16]=2)=[CH:14][CH:13]=[CH:12][C:11]=3[OH:10])=[O:24])[CH:60]=1. (4) Given the reactants [C:1]([C:5]1[CH:6]=[C:7]([C:22]([C:25]#[N:26])([CH3:24])[CH3:23])[C:8]([O:20][CH3:21])=[C:9]([NH:11][C:12](=[O:19])OCC(Cl)(Cl)Cl)[CH:10]=1)([CH3:4])([CH3:3])[CH3:2].[NH2:27][C@@H:28]1[CH2:36][C:35]2[C:30](=[CH:31][CH:32]=[CH:33][CH:34]=2)[C@@H:29]1[OH:37].C(O)(=O)[C@@H]([C@H](C(O)=O)O)O.C(N(CC)C(C)C)(C)C, predict the reaction product. The product is: [C:1]([C:5]1[CH:6]=[C:7]([C:22]([C:25]#[N:26])([CH3:23])[CH3:24])[C:8]([O:20][CH3:21])=[C:9]([NH:11][C:12]([NH:27][C@@H:28]2[CH2:36][C:35]3[C:30](=[CH:31][CH:32]=[CH:33][CH:34]=3)[C@@H:29]2[OH:37])=[O:19])[CH:10]=1)([CH3:4])([CH3:2])[CH3:3]. (5) Given the reactants COC1C=C(N2CCC(=O)CC2)C=CC=1[N+]([O-])=O.Cl.F[C@@H]1CCNC1.[F:26][C:27]1(F)[CH2:32]C[CH2:30][N:29]([CH:33]2[CH2:38][CH2:37][N:36]([C:39]3[CH:44]=[CH:43][C:42]([N+:45]([O-:47])=[O:46])=[C:41]([O:48][CH3:49])[CH:40]=3)[CH2:35][CH2:34]2)[CH2:28]1, predict the reaction product. The product is: [F:26][C@@H:27]1[CH2:32][CH2:30][N:29]([CH:33]2[CH2:38][CH2:37][N:36]([C:39]3[CH:44]=[CH:43][C:42]([N+:45]([O-:47])=[O:46])=[C:41]([O:48][CH3:49])[CH:40]=3)[CH2:35][CH2:34]2)[CH2:28]1. (6) The product is: [Cl:22][C:9]1[N:10]=[CH:2][C:3]([C:4]([N:31]2[CH2:11][CH2:12][N:13]([C:14]3[N:15]=[CH:16][CH:17]=[CH:18][N:19]=3)[CH2:25][CH2:26]2)=[O:6])=[CH:7][CH:8]=1. Given the reactants Cl[C:2]1[N:10]=[CH:9][CH:8]=[CH:7][C:3]=1[C:4]([OH:6])=O.[CH3:11][CH2:12][N:13]=[C:14]=[N:15][CH2:16][CH2:17][CH2:18][N:19](C)C.[ClH:22].C1C=[CH:25][C:26]2[N:31](O)N=NC=2C=1.CCN(C(C)C)C(C)C.N1CCNCC1, predict the reaction product.